Task: Predict the reaction yield, written as a fraction of the theoretical maximum amount of product (1.0 means a 100% yield; for example, 0.34 means a 34% yield).. Dataset: Reaction yield outcomes from USPTO patents with 853,638 reactions (1) The reactants are [Br:1][C:2]1[CH:7]=[C:6]([CH:8]([CH3:16])[C:9]([O:11][C:12]([CH3:15])([CH3:14])[CH3:13])=[O:10])[CH:5]=[CH:4][C:3]=1[NH:17][CH2:18][C:19]1[CH:28]=[CH:27][CH:26]=[CH:25][C:20]=1[C:21]([O:23]C)=[O:22].[OH-].[Li+].O1CCCC1.Cl. The product is [Br:1][C:2]1[CH:7]=[C:6]([CH:8]([CH3:16])[C:9]([O:11][C:12]([CH3:13])([CH3:14])[CH3:15])=[O:10])[CH:5]=[CH:4][C:3]=1[NH:17][CH2:18][C:19]1[CH:28]=[CH:27][CH:26]=[CH:25][C:20]=1[C:21]([OH:23])=[O:22]. The catalyst is O.CO. The yield is 0.990. (2) The reactants are [NH2:1][C:2]1[CH:3]=[CH:4][C:5]2[CH2:9][O:8][B:7]([OH:10])[C:6]=2[CH:11]=1.CN1CCOCC1.[CH3:19][S:20]([CH2:22][CH2:23][C:24]1[CH:29]=[C:28]([NH:30][C:31](=[O:36])[C:32]([F:35])([F:34])[F:33])[CH:27]=[CH:26][C:25]=1[S:37](Cl)(=[O:39])=[O:38])=[O:21]. The catalyst is CC#N. The product is [F:34][C:32]([F:33])([F:35])[C:31]([NH:30][C:28]1[CH:27]=[CH:26][C:25]([S:37](=[O:38])(=[O:39])[NH:1][C:2]2[CH:3]=[CH:4][C:5]3[CH2:9][O:8][B:7]([OH:10])[C:6]=3[CH:11]=2)=[C:24]([CH2:23][CH2:22][S:20]([CH3:19])=[O:21])[CH:29]=1)=[O:36]. The yield is 0.320. (3) The reactants are Cl.[C:2]([N:5]1[C@@H:11]([CH3:12])[C@H:10]([NH2:13])[C:9](=[O:14])[N:8]([CH2:15][C:16]2[C:25]3[C:20](=[CH:21][CH:22]=[CH:23][CH:24]=3)[CH:19]=[CH:18][C:17]=2[CH3:26])[C:7]2[CH:27]=[CH:28][C:29]([C:31]#[N:32])=[CH:30][C:6]1=2)(=[O:4])[CH3:3].[C:33]([N:40]([CH3:46])[C@H:41]([C:43](O)=[O:44])[CH3:42])([O:35][C:36]([CH3:39])([CH3:38])[CH3:37])=[O:34].C(N(CC)C(C)C)(C)C.CN(C(ON1N=NC2C=CC=CC1=2)=[N+](C)C)C.F[P-](F)(F)(F)(F)F. The catalyst is CN(C=O)C.O. The product is [C:2]([N:5]1[C@@H:11]([CH3:12])[C@H:10]([NH:13][C:43](=[O:44])[C@@H:41]([N:40]([CH3:46])[C:33](=[O:34])[O:35][C:36]([CH3:37])([CH3:39])[CH3:38])[CH3:42])[C:9](=[O:14])[N:8]([CH2:15][C:16]2[C:25]3[C:20](=[CH:21][CH:22]=[CH:23][CH:24]=3)[CH:19]=[CH:18][C:17]=2[CH3:26])[C:7]2[CH:27]=[CH:28][C:29]([C:31]#[N:32])=[CH:30][C:6]1=2)(=[O:4])[CH3:3]. The yield is 0.880. (4) The reactants are [Br:1][C:2]1[CH:7]=[CH:6][C:5]([CH2:8][NH:9][S:10]([CH2:13][C:14]2[CH:19]=[CH:18][CH:17]=[CH:16][CH:15]=2)(=[O:12])=[O:11])=[CH:4][CH:3]=1.[H-].[Na+].Br[CH2:23][CH:24]([CH3:26])[CH3:25].O. The catalyst is CN(C)C(=O)C.CCOC(C)=O. The product is [Br:1][C:2]1[CH:7]=[CH:6][C:5]([CH2:8][N:9]([CH2:23][CH:24]([CH3:26])[CH3:25])[S:10]([CH2:13][C:14]2[CH:15]=[CH:16][CH:17]=[CH:18][CH:19]=2)(=[O:12])=[O:11])=[CH:4][CH:3]=1. The yield is 0.520.